This data is from Full USPTO retrosynthesis dataset with 1.9M reactions from patents (1976-2016). The task is: Predict the reactants needed to synthesize the given product. (1) Given the product [F:2][C:3]1[CH:4]=[C:5]([CH:16]([C:17]2[CH:4]=[C:3]([F:2])[CH:8]=[C:7]([F:9])[CH:6]=2)[OH:15])[CH:6]=[C:7]([F:9])[CH:8]=1, predict the reactants needed to synthesize it. The reactants are: [Mg].[F:2][C:3]1[CH:4]=[C:5](Br)[CH:6]=[C:7]([F:9])[CH:8]=1.II.C([O:15][CH2:16][CH3:17])=O. (2) Given the product [Cl:18][C:12]1[CH:13]=[C:14]([Cl:17])[CH:15]=[CH:16][C:11]=1[CH2:10][CH2:9][NH:8][C:6]1[N:5]=[C:4]([CH2:19][OH:20])[N:3]=[C:2]([C:29]2[CH:28]=[C:27]([C:24]([CH3:26])([CH3:25])[C:21]([OH:23])=[O:22])[CH:32]=[CH:31][CH:30]=2)[CH:7]=1, predict the reactants needed to synthesize it. The reactants are: Cl[C:2]1[CH:7]=[C:6]([NH:8][CH2:9][CH2:10][C:11]2[CH:16]=[CH:15][C:14]([Cl:17])=[CH:13][C:12]=2[Cl:18])[N:5]=[C:4]([CH2:19][OH:20])[N:3]=1.[C:21]([C:24]([C:27]1[CH:28]=[C:29](B(O)O)[CH:30]=[CH:31][CH:32]=1)([CH3:26])[CH3:25])([OH:23])=[O:22].C([O-])([O-])=O.[Cs+].[Cs+].Cl. (3) Given the product [N:8]1([C:9]2[N:14]=[CH:13][C:12]([CH2:15][C:16]([NH2:18])=[O:17])=[C:11]([NH:19][CH2:20][C:21]3[CH:26]=[C:25]([F:27])[CH:24]=[C:23]([F:28])[CH:22]=3)[CH:10]=2)[C:3]2[CH:4]=[CH:5][CH:6]=[CH:7][C:2]=2[N:1]=[CH:29]1, predict the reactants needed to synthesize it. The reactants are: [NH2:1][C:2]1[CH:7]=[CH:6][CH:5]=[CH:4][C:3]=1[NH:8][C:9]1[N:14]=[CH:13][C:12]([CH2:15][C:16]([NH2:18])=[O:17])=[C:11]([NH:19][CH2:20][C:21]2[CH:26]=[C:25]([F:27])[CH:24]=[C:23]([F:28])[CH:22]=2)[CH:10]=1.[CH:29](OC)(OC)OC.O.C1(C)C=CC(S(O)(=O)=O)=CC=1. (4) Given the product [C:4]([CH2:3][NH:2][CH2:17][C@@H:16]([NH:19][C:20](=[O:26])[O:21][C:22]([CH3:25])([CH3:24])[CH3:23])[CH2:15][CH:9]1[CH2:14][CH2:13][CH2:12][CH2:11][CH2:10]1)(=[O:5])[NH2:6], predict the reactants needed to synthesize it. The reactants are: Cl.[NH2:2][CH2:3][C:4]([NH2:6])=[O:5].[OH-].[K+].[CH:9]1([CH2:15][C@H:16]([NH:19][C:20](=[O:26])[O:21][C:22]([CH3:25])([CH3:24])[CH3:23])[CH:17]=O)[CH2:14][CH2:13][CH2:12][CH2:11][CH2:10]1.C([BH3-])#N.[Na+]. (5) Given the product [Br:1][C:2]1[CH:7]=[CH:6][C:5]([N:11]2[CH2:15][CH2:14][CH:13]([OH:16])[CH2:12]2)=[N:4][C:3]=1[O:9][CH3:10], predict the reactants needed to synthesize it. The reactants are: [Br:1][C:2]1[C:3]([O:9][CH3:10])=[N:4][C:5](Cl)=[CH:6][CH:7]=1.[NH:11]1[CH2:15][CH2:14][CH:13]([OH:16])[CH2:12]1.C(N(CC)CC)C.CS(C)=O. (6) Given the product [Br:8][C:20]1[N:19]([CH:25]([CH3:27])[CH3:26])[C:18]2[CH:17]([C:28]3[CH:33]=[CH:32][C:31]([Cl:34])=[CH:30][C:29]=3[CH3:35])[N:16]([C:12]3[CH:13]=[CH:14][CH:15]=[C:10]([Cl:9])[C:11]=3[F:36])[C:23](=[O:24])[C:22]=2[CH:21]=1, predict the reactants needed to synthesize it. The reactants are: C1C(=O)N([Br:8])C(=O)C1.[Cl:9][C:10]1[C:11]([F:36])=[C:12]([N:16]2[C:23](=[O:24])[C:22]3[CH:21]=[CH:20][N:19]([CH:25]([CH3:27])[CH3:26])[C:18]=3[CH:17]2[C:28]2[CH:33]=[CH:32][C:31]([Cl:34])=[CH:30][C:29]=2[CH3:35])[CH:13]=[CH:14][CH:15]=1. (7) Given the product [CH2:16]([O:27][C:33](=[O:34])[CH:6]=[C:7]([C:6]1[S:10][C:9]2[C:11]([C:15]3[CH:20]=[C:19]([CH:21]([CH3:22])[CH3:23])[CH:18]=[C:17]([CH:24]([CH3:26])[CH3:25])[C:16]=3[O:27][CH2:28][CH3:29])=[CH:12][CH:13]=[CH:14][C:8]=2[CH:7]=1)[CH3:8])[CH3:15], predict the reactants needed to synthesize it. The reactants are: [H-].[Na+].C([C:6]1[S:10][C:9]2[C:11]([C:15]3[CH:20]=[C:19]([CH:21]([CH3:23])[CH3:22])[CH:18]=[C:17]([CH:24]([CH3:26])[CH3:25])[C:16]=3[O:27][CH2:28][CH3:29])=[CH:12][CH:13]=[CH:14][C:8]=2[CH:7]=1)(=O)C.CN([CH:33]=[O:34])C.